From a dataset of Drug-target binding data from BindingDB using IC50 measurements. Regression. Given a target protein amino acid sequence and a drug SMILES string, predict the binding affinity score between them. We predict pIC50 (pIC50 = -log10(IC50 in M); higher means more potent). Dataset: bindingdb_ic50. (1) The pIC50 is 5.1. The compound is O=c1oc(Cl)c(Cl)c2ccccc12. The target protein sequence is MLLHSFSRFKLLRGFLSLAAANYAMKHLPLFSTAVENFALFPRLPNSTQAEAFLTSRSLMLRVARCDVCGEEVTIPFKCKYCGGTFCAEHRLPENHDCDGLDEYWNVPVNVKRRLSPQPARRSRNIGLMKYGANNTVLIICTILFFISIVAPYEMVEIFALHPRLDVLLAMPWQLITSMFLHVEFWHFFVNMFVLLFFGTELERRLGDRKYLEIFFVSGLAGNVGYIAYSYAVGSFAPALGASAAIFGVMGCLAIIAPEIRIIIFPIPIPINIRTALLLFAAYDFWMMVASYMGLFYTNVANIAHLAGLAVGLYYGKRLGRRKVRYDFYF. (2) The compound is CCc1cc(Cc2cnc(N)nc2N)cc(CC)c1O. The target protein (P04174) has sequence MLKITIIAACAENLCIGAGNAMPWHIPEDFAFFKVYTLGKPVIMGRKTWESLPVKPLPGRRNIVISRQADYCAAGAETVASLEVALALCAGAEEAVIMGGAQIYGQAMPLATDLRITEVDLSVEGDAFFPEIDRTHWREAERTERRVSSKGVAYTFVHYLGK. The pIC50 is 6.9. (3) The compound is N#Cc1cccnc1NC[C@@H]1CCCN1C(=O)C[C@H](N)Cc1cc(F)c(F)cc1F. The target protein (Q86TI2) has sequence MATTGTPTADRGDAAATDDPAARFQVQKHSWDGLRSIIHGSRKYSGLIVNKAPHDFQFVQKTDESGPHSHRLYYLGMPYGSRENSLLYSEIPKKVRKEALLLLSWKQMLDHFQATPHHGVYSREEELLRERKRLGVFGITSYDFHSESGLFLFQASNSLFHCRDGGKNGFMVSPMKPLEIKTQCSGPRMDPKICPADPAFFSFINNSDLWVANIETGEERRLTFCHQGLSNVLDDPKSAGVATFVIQEEFDRFTGYWWCPTASWEGSEGLKTLRILYEEVDESEVEVIHVPSPALEERKTDSYRYPRTGSKNPKIALKLAEFQTDSQGKIVSTQEKELVQPFSSLFPKVEYIARAGWTRDGKYAWAMFLDRPQQWLQLVLLPPALFIPSTENEEQRLASARAVPRNVQPYVVYEEVTNVWINVHDIFYPFPQSEGEDELCFLRANECKTGFCHLYKVTAVLKSQGYDWSEPFSPGEDEFKCPIKEEIALTSGEWEVLARH.... The pIC50 is 5.8. (4) The drug is CN1C(=O)[C@@H](NCC(=O)NCc2ccccc2)COc2ccccc21. The pIC50 is 5.0. The target protein (Q13546) has sequence MQPDMSLNVIKMKSSDFLESAELDSGGFGKVSLCFHRTQGLMIMKTVYKGPNCIEHNEALLEEAKMMNRLRHSRVVKLLGVIIEEGKYSLVMEYMEKGNLMHVLKAEMSTPLSVKGRIILEIIEGMCYLHGKGVIHKDLKPENILVDNDFHIKIADLGLASFKMWSKLNNEEHNELREVDGTAKKNGGTLYYMAPEHLNDVNAKPTEKSDVYSFAVVLWAIFANKEPYENAICEQQLIMCIKSGNRPDVDDITEYCPREIISLMKLCWEANPEARPTFPGIEEKFRPFYLSQLEESVEEDVKSLKKEYSNENAVVKRMQSLQLDCVAVPSSRSNSATEQPGSLHSSQGLGMGPVEESWFAPSLEHPQEENEPSLQSKLQDEANYHLYGSRMDRQTKQQPRQNVAYNREEERRRRVSHDPFAQQRPYENFQNTEGKGTAYSSAASHGNAVHQPSGLTSQPQVLYQNNGLYSSHGFGTRPLDPGTAGPRVWYRPIPSHMPSL.... (5) The small molecule is CC1=CC2=C(C)C3(CC3)[C@@](C)(O)C(=O)C2=C1. The target protein (P97584) has sequence MVQAKTWTLKKHFEGFPTDSNFELRTTELPPLNNGEVLLEALFLSVDPYMRVAAKKLKEGDSMMGEQVARVVESKNSAFPTGTIVVALLGWTSHSISDGNGLRKLPAEWPDKLPLSLALGTVGMPGLTAYFGLLDICGLKGGETVLVNAAAGAVGSVVGQIAKLKGCKVVGTAGSDEKVAYLKKLGFDVAFNYKTVKSLEEALRTASPDGYDCYFDNVGGEFSNTVILQMKTFGRIAICGAISQYNRTGPCPPGPSPEVIIYQQLRMEGFIVTRWQGEVRQKALTDLMNWVSEGKIRYHEYITEGFEKMPAAFMGMLKGDNLGKTIVKA. The pIC50 is 7.0. (6) The small molecule is CS(=O)(=O)c1ccc(-c2cc(C(=O)O)c3cc(C(=O)c4ccccc4)ccc3n2)cc1. The target protein (O78750) has sequence MAYPMQLGFQDATSPIMEELLHFHDHTLMIVFLISSLVLYIISLMLTTKLTHTSTMDAQEVETIWTILPAIILIMIALPSLRILYMMDEINNPSLTVKTMGHQWYWSYEYTDYEDLSFDSYMIPTSELKPGELRLLEVDNRVVLPMEMTVRMLISSEDVLPSWAVPSLGLKTDAIPGRLNQTTLMSTRPGLFYGQCSEICGSNHSFMPIVLELVPLKYFEKWSASML. The pIC50 is 7.1.